Dataset: Forward reaction prediction with 1.9M reactions from USPTO patents (1976-2016). Task: Predict the product of the given reaction. (1) Given the reactants [C:1]([O:5][CH:6]([C:12]1[C:21]([CH3:22])=[C:20](C)[C:19]2[C:14](=[CH:15][CH:16]=[CH:17][CH:18]=2)[C:13]=1[C:24]1[CH:29]=[CH:28][C:27]([Cl:30])=[CH:26][CH:25]=1)[C:7]([O:9]CC)=[O:8])([CH3:4])([CH3:3])[CH3:2].[CH3:31][N:32]([C:34]1[CH:39]=[CH:38][C:37](B(O)O)=[CH:36][N:35]=1)[CH3:33], predict the reaction product. The product is: [C:1]([O:5][CH:6]([C:12]1[C:21]([CH3:22])=[C:20]([C:37]2[CH:36]=[N:35][C:34]([N:32]([CH3:33])[CH3:31])=[CH:39][CH:38]=2)[C:19]2[C:14](=[CH:15][CH:16]=[CH:17][CH:18]=2)[C:13]=1[C:24]1[CH:29]=[CH:28][C:27]([Cl:30])=[CH:26][CH:25]=1)[C:7]([OH:9])=[O:8])([CH3:4])([CH3:2])[CH3:3]. (2) Given the reactants [CH2:1]([O:4][C:5](=[O:22])[NH:6][CH:7]1[CH2:11][C:10](=[O:12])[O:9][CH:8]1[O:13][CH2:14][CH2:15]C1C=CC=CC=1)[CH:2]=[CH2:3].[CH:23](O)(C)C, predict the reaction product. The product is: [CH2:1]([O:4][C:5](=[O:22])[NH:6][CH:7]1[CH2:11][C:10](=[O:12])[O:9][CH:8]1[O:13][CH:14]([CH3:15])[CH3:23])[CH:2]=[CH2:3]. (3) Given the reactants [C:1]1([N:7]([C:14]2[CH:15]=[C:16]([OH:20])[CH:17]=[CH:18][CH:19]=2)[C:8]2[CH:13]=[CH:12][CH:11]=[CH:10][CH:9]=2)[CH:6]=[CH:5][CH:4]=[CH:3][CH:2]=1.[C:21](OCC)(=[O:26])[CH2:22][C:23]([CH3:25])=O.[N+](C1C=CC=CC=1)([O-])=O.[Cl-].[Cl-].[Cl-].[Al+3].Cl, predict the reaction product. The product is: [C:1]1([N:7]([C:14]2[CH:15]=[C:16]3[C:17]([C:23]([CH3:25])=[CH:22][C:21](=[O:26])[O:20]3)=[CH:18][CH:19]=2)[C:8]2[CH:13]=[CH:12][CH:11]=[CH:10][CH:9]=2)[CH:6]=[CH:5][CH:4]=[CH:3][CH:2]=1. (4) Given the reactants [CH3:1][C:2]1([CH3:10])[CH2:7][CH2:6]CC(C)(C)N1.C([Li])CCC.[C:16]([C:20]1[N:21]=[C:22]([Cl:30])[C:23]2[N:24]([C:26](=[O:29])[NH:27][N:28]=2)[CH:25]=1)([CH3:19])([CH3:18])[CH3:17].C(=[O:35])C(C)C, predict the reaction product. The product is: [C:16]([C:20]1[N:21]=[C:22]([Cl:30])[C:23]2[N:24]([C:26](=[O:29])[NH:27][N:28]=2)[C:25]=1[CH:6]([OH:35])[CH2:7][CH:2]([CH3:10])[CH3:1])([CH3:19])([CH3:17])[CH3:18]. (5) Given the reactants Cl[C:2]1[C:3]([C:16]2[CH:21]=[CH:20][C:19]([F:22])=[CH:18][CH:17]=2)=[N:4][C:5]2[C:10]([N:11]=1)=[CH:9][C:8]([C:12]([O:14][CH3:15])=[O:13])=[CH:7][CH:6]=2.[O:23]1[CH2:28][CH2:27][CH:26]([NH2:29])[CH2:25][CH2:24]1.CCN(C(C)C)C(C)C, predict the reaction product. The product is: [F:22][C:19]1[CH:20]=[CH:21][C:16]([C:3]2[C:2]([NH:29][CH:26]3[CH2:27][CH2:28][O:23][CH2:24][CH2:25]3)=[N:11][C:10]3[C:5](=[CH:6][CH:7]=[C:8]([C:12]([O:14][CH3:15])=[O:13])[CH:9]=3)[N:4]=2)=[CH:17][CH:18]=1.